Dataset: NCI-60 drug combinations with 297,098 pairs across 59 cell lines. Task: Regression. Given two drug SMILES strings and cell line genomic features, predict the synergy score measuring deviation from expected non-interaction effect. (1) Drug 1: CCCCCOC(=O)NC1=NC(=O)N(C=C1F)C2C(C(C(O2)C)O)O. Drug 2: CC=C1C(=O)NC(C(=O)OC2CC(=O)NC(C(=O)NC(CSSCCC=C2)C(=O)N1)C(C)C)C(C)C. Cell line: IGROV1. Synergy scores: CSS=51.8, Synergy_ZIP=-1.04, Synergy_Bliss=-2.32, Synergy_Loewe=-17.6, Synergy_HSA=-0.773. (2) Drug 1: COC1=NC(=NC2=C1N=CN2C3C(C(C(O3)CO)O)O)N. Drug 2: C1=CN(C=N1)CC(O)(P(=O)(O)O)P(=O)(O)O. Cell line: SF-295. Synergy scores: CSS=4.43, Synergy_ZIP=1.10, Synergy_Bliss=3.50, Synergy_Loewe=3.93, Synergy_HSA=4.02. (3) Drug 1: CC1CCCC2(C(O2)CC(NC(=O)CC(C(C(=O)C(C1O)C)(C)C)O)C(=CC3=CSC(=N3)C)C)C. Drug 2: CC1C(C(CC(O1)OC2CC(CC3=C2C(=C4C(=C3O)C(=O)C5=C(C4=O)C(=CC=C5)OC)O)(C(=O)CO)O)N)O.Cl. Cell line: HCT116. Synergy scores: CSS=35.4, Synergy_ZIP=0.0599, Synergy_Bliss=-1.63, Synergy_Loewe=-0.547, Synergy_HSA=-1.02. (4) Drug 1: COC1=CC(=CC(=C1O)OC)C2C3C(COC3=O)C(C4=CC5=C(C=C24)OCO5)OC6C(C(C7C(O6)COC(O7)C8=CC=CS8)O)O. Drug 2: CC1CCC2CC(C(=CC=CC=CC(CC(C(=O)C(C(C(=CC(C(=O)CC(OC(=O)C3CCCCN3C(=O)C(=O)C1(O2)O)C(C)CC4CCC(C(C4)OC)O)C)C)O)OC)C)C)C)OC. Cell line: SF-295. Synergy scores: CSS=58.8, Synergy_ZIP=-8.16, Synergy_Bliss=-6.35, Synergy_Loewe=-1.90, Synergy_HSA=-0.709.